Predict the reaction yield, written as a fraction of the theoretical maximum amount of product (1.0 means a 100% yield; for example, 0.34 means a 34% yield). From a dataset of Reaction yield outcomes from USPTO patents with 853,638 reactions. (1) The reactants are [Cl:1][C:2]1[N:10]=[CH:9][C:8]([F:11])=[CH:7][C:3]=1[C:4](O)=[O:5].C[N:13](C=O)C.C(Cl)(=O)C(Cl)=O. The catalyst is C(Cl)Cl. The product is [Cl:1][C:2]1[N:10]=[CH:9][C:8]([F:11])=[CH:7][C:3]=1[C:4]([NH2:13])=[O:5]. The yield is 0.890. (2) The reactants are Br[C:2]([F:17])([F:16])[CH2:3][CH:4]1[CH2:8][N:7]([CH2:9][N:10]2[CH:14]=[CH:13][N:12]=[CH:11]2)[C:6](=[O:15])[CH2:5]1.N12CCCC=C1CCCCN2. The catalyst is C(Cl)(Cl)Cl. The product is [F:17][C:2]([F:16])=[CH:3][CH:4]1[CH2:8][N:7]([CH2:9][N:10]2[CH:14]=[CH:13][N:12]=[CH:11]2)[C:6](=[O:15])[CH2:5]1. The yield is 0.800.